Dataset: Peptide-MHC class II binding affinity with 134,281 pairs from IEDB. Task: Regression. Given a peptide amino acid sequence and an MHC pseudo amino acid sequence, predict their binding affinity value. This is MHC class II binding data. (1) The peptide sequence is GGGFGMLLRKYGIAA. The MHC is HLA-DPA10103-DPB10401 with pseudo-sequence HLA-DPA10103-DPB10401. The binding affinity (normalized) is 0.140. (2) The peptide sequence is DHGGACGYKDVDKPP. The MHC is HLA-DPA10103-DPB10401 with pseudo-sequence HLA-DPA10103-DPB10401. The binding affinity (normalized) is 0.0545. (3) The peptide sequence is YPFIEQEGPEFFDQE. The MHC is DRB1_1302 with pseudo-sequence DRB1_1302. The binding affinity (normalized) is 0.178. (4) The peptide sequence is AAWGGSGSEAYQGVQ. The MHC is DRB1_0404 with pseudo-sequence DRB1_0404. The binding affinity (normalized) is 0. (5) The peptide sequence is AGCQTYKWETFLTSE. The MHC is DRB1_1001 with pseudo-sequence DRB1_1001. The binding affinity (normalized) is 0.445. (6) The peptide sequence is LLMRRMRRPTGKVTL. The MHC is HLA-DQA10501-DQB10402 with pseudo-sequence HLA-DQA10501-DQB10402. The binding affinity (normalized) is 0.470. (7) The peptide sequence is GKAGCQTYKWETFLT. The MHC is HLA-DQA10301-DQB10301 with pseudo-sequence HLA-DQA10301-DQB10301. The binding affinity (normalized) is 0. (8) The peptide sequence is TLWQRPVVTIKIGGQLREAL. The MHC is DRB3_0101 with pseudo-sequence DRB3_0101. The binding affinity (normalized) is 0.270. (9) The peptide sequence is ENALSLLDKIYTSPLC. The MHC is DRB1_0701 with pseudo-sequence DRB1_0701. The binding affinity (normalized) is 0.463. (10) The peptide sequence is GELPIVDKIDAAFKI. The MHC is DRB1_0101 with pseudo-sequence DRB1_0101. The binding affinity (normalized) is 0.512.